This data is from Full USPTO retrosynthesis dataset with 1.9M reactions from patents (1976-2016). The task is: Predict the reactants needed to synthesize the given product. (1) Given the product [OH:8][CH2:9][C:10]([NH:12][C:13]1[CH:14]=[CH:15][C:16]([O:19][C:20](=[O:30])[CH2:21][OH:22])=[CH:17][CH:18]=1)=[O:11], predict the reactants needed to synthesize it. The reactants are: C([O:8][CH2:9][C:10]([NH:12][C:13]1[CH:18]=[CH:17][C:16]([O:19][C:20](=[O:30])[CH2:21][O:22]CC2C=CC=CC=2)=[CH:15][CH:14]=1)=[O:11])C1C=CC=CC=1. (2) Given the product [C:1]([O:5][C:6]([N:8]1[CH2:13][CH2:12][CH2:11][CH:10]([O:14][C:18]2[CH:37]=[CH:36][C:21]3[C:22]4[N:26]([CH2:27][CH2:28][O:29][C:20]=3[CH:19]=2)[CH:25]=[C:24]([C:30]2[CH:35]=[CH:34][CH:33]=[CH:32][N:31]=2)[N:23]=4)[CH2:9]1)=[O:7])([CH3:4])([CH3:2])[CH3:3], predict the reactants needed to synthesize it. The reactants are: [C:1]([O:5][C:6]([N:8]1[CH2:13][CH2:12][CH2:11][CH:10]([OH:14])[CH2:9]1)=[O:7])([CH3:4])([CH3:3])[CH3:2].[H-].[Na+].Br[C:18]1[CH:37]=[CH:36][C:21]2[C:22]3[N:26]([CH2:27][CH2:28][O:29][C:20]=2[CH:19]=1)[CH:25]=[C:24]([C:30]1[CH:35]=[CH:34][CH:33]=[CH:32][N:31]=1)[N:23]=3. (3) Given the product [CH2:21]([O:20][C:17]1[CH:16]=[CH:15][C:14]([S:11]([C:5]2([C:3]([O:2][CH3:1])=[O:4])[CH2:10][CH2:9][N:8]([C:37]([C:33]3[S:32][CH:36]=[CH:35][CH:34]=3)=[O:38])[CH2:7][CH2:6]2)(=[O:13])=[O:12])=[CH:19][CH:18]=1)[C:22]#[C:23][CH3:24], predict the reactants needed to synthesize it. The reactants are: [CH3:1][O:2][C:3]([C:5]1([S:11]([C:14]2[CH:19]=[CH:18][C:17]([O:20][CH2:21][C:22]#[C:23][CH3:24])=[CH:16][CH:15]=2)(=[O:13])=[O:12])[CH2:10][CH2:9][NH:8][CH2:7][CH2:6]1)=[O:4].C(N(CC)CC)C.[S:32]1[CH:36]=[CH:35][CH:34]=[C:33]1[C:37](Cl)=[O:38].CN(C1C=CC=CN=1)C. (4) The reactants are: [C:1]([C:5]1[CH:23]=[CH:22][C:8]([C:9]([NH:11][S:12]([C:15]2[CH:20]=[CH:19][CH:18]=[C:17](F)[N:16]=2)(=[O:14])=[O:13])=[O:10])=[C:7]([CH:24]2[CH2:29][CH2:28][CH2:27][CH2:26][CH2:25]2)[N:6]=1)([CH3:4])([CH3:3])[CH3:2].[OH-].[NH4+:31]. Given the product [NH2:31][C:17]1[N:16]=[C:15]([S:12]([NH:11][C:9]([C:8]2[C:7]([C:24]3[CH2:25][CH2:26][CH2:27][CH2:28][CH:29]=3)=[N:6][C:5]([C:1]([CH3:3])([CH3:2])[CH3:4])=[CH:23][CH:22]=2)=[O:10])(=[O:13])=[O:14])[CH:20]=[CH:19][CH:18]=1, predict the reactants needed to synthesize it. (5) Given the product [CH3:36][C:34]([CH3:35])([CH3:37])[CH2:33][C:20]1[N:19]=[C:18]([CH2:17][O:16][C:12]2[CH:11]=[C:10]([N:3]([CH2:1][CH3:2])[CH2:4][C:5]([OH:7])=[O:6])[CH:15]=[CH:14][CH:13]=2)[CH:23]=[CH:22][C:21]=1[C:24]1[CH:29]=[C:28]([O:30][CH3:31])[CH:27]=[CH:26][C:25]=1[F:32], predict the reactants needed to synthesize it. The reactants are: [CH2:1]([N:3]([C:10]1[CH:15]=[CH:14][CH:13]=[C:12]([O:16][CH2:17][C:18]2[CH:23]=[CH:22][C:21]([C:24]3[CH:29]=[C:28]([O:30][CH3:31])[CH:27]=[CH:26][C:25]=3[F:32])=[C:20]([CH2:33][C:34]([CH3:37])([CH3:36])[CH3:35])[N:19]=2)[CH:11]=1)[CH2:4][C:5]([O:7]CC)=[O:6])[CH3:2].[OH-].[Na+].Cl.